This data is from Catalyst prediction with 721,799 reactions and 888 catalyst types from USPTO. The task is: Predict which catalyst facilitates the given reaction. Reactant: C[O:2][C:3]1[CH:4]=[C:5]([CH:9]=[CH:10][C:11]2[N:16]=[N:15][C:14]([NH:17][C:18]3[CH:23]=[CH:22][C:21]([S:24]([NH:27][CH2:28][CH2:29][N:30]4[CH2:34][CH2:33][CH2:32][CH2:31]4)(=[O:26])=[O:25])=[CH:20][CH:19]=3)=[N:13][CH:12]=2)[CH:6]=[CH:7][CH:8]=1.B(Br)(Br)Br.C(Cl)Cl. Product: [OH:2][C:3]1[CH:4]=[C:5]([CH:9]=[CH:10][C:11]2[N:16]=[N:15][C:14]([NH:17][C:18]3[CH:19]=[CH:20][C:21]([S:24]([NH:27][CH2:28][CH2:29][N:30]4[CH2:34][CH2:33][CH2:32][CH2:31]4)(=[O:25])=[O:26])=[CH:22][CH:23]=3)=[N:13][CH:12]=2)[CH:6]=[CH:7][CH:8]=1. The catalyst class is: 22.